Dataset: Forward reaction prediction with 1.9M reactions from USPTO patents (1976-2016). Task: Predict the product of the given reaction. The product is: [ClH:38].[CH3:1][C:2]1[S:3][CH:4]=[C:5]([CH2:7][N:8]2[C:13]3[CH:14]=[C:15]([C:17]4[CH:18]=[CH:19][CH:20]=[CH:21][CH:22]=4)[S:16][C:12]=3[C:11](=[O:23])[N:10]([CH:24]3[CH2:29][CH2:28][NH:27][CH2:26][CH2:25]3)[C:9]2=[O:37])[N:6]=1. Given the reactants [CH3:1][C:2]1[S:3][CH:4]=[C:5]([CH2:7][N:8]2[C:13]3[CH:14]=[C:15]([C:17]4[CH:22]=[CH:21][CH:20]=[CH:19][CH:18]=4)[S:16][C:12]=3[C:11](=[O:23])[N:10]([CH:24]3[CH2:29][CH2:28][N:27](C(OC(C)(C)C)=O)[CH2:26][CH2:25]3)[C:9]2=[O:37])[N:6]=1.[ClH:38], predict the reaction product.